From a dataset of Forward reaction prediction with 1.9M reactions from USPTO patents (1976-2016). Predict the product of the given reaction. (1) Given the reactants [C:1]([C:5]1[CH:36]=[CH:35][C:8]([C:9]([N:11]2[C@@H:15]([C:16]3[S:20][CH:19]=[N:18][CH:17]=3)[C@@H:14]([N:21]3[CH:26]=[CH:25][N:24]=[CH:23][CH2:22]3)[CH2:13][C@@:12]2([CH3:34])[C:27]([O:29]C(C)(C)C)=[O:28])=[O:10])=[CH:7][C:6]=1[Cl:37])([CH3:4])([CH3:3])[CH3:2].C(O)(C(F)(F)F)=O, predict the reaction product. The product is: [C:1]([C:5]1[CH:36]=[CH:35][C:8]([C:9]([N:11]2[C@@H:15]([C:16]3[S:20][CH:19]=[N:18][CH:17]=3)[C@@H:14]([N:21]3[CH:22]=[CH:23][N:24]=[CH:25][CH2:26]3)[CH2:13][C@@:12]2([CH3:34])[C:27]([OH:29])=[O:28])=[O:10])=[CH:7][C:6]=1[Cl:37])([CH3:4])([CH3:2])[CH3:3]. (2) Given the reactants [O:1]1[C:5]2([CH2:10][CH2:9][CH:8]([CH2:11][OH:12])[CH2:7][CH2:6]2)[O:4][CH2:3][CH2:2]1.C(N(CC)CC)C.[CH3:20][S:21](Cl)(=[O:23])=[O:22], predict the reaction product. The product is: [CH3:20][S:21]([O:12][CH2:11][CH:8]1[CH2:9][CH2:10][C:5]2([O:4][CH2:3][CH2:2][O:1]2)[CH2:6][CH2:7]1)(=[O:23])=[O:22]. (3) Given the reactants [C:1]([O-:5])(=[O:4])[CH:2]=[O:3].C(O)(=O)CO.[SH:11][CH2:12][C:13](O)=[O:14].C1(C)C=CC(S(O)(=O)=O)=CC=1, predict the reaction product. The product is: [O:14]=[C:13]1[O:3][CH:2]([C:1]([OH:5])=[O:4])[S:11][CH2:12]1. (4) Given the reactants [N:1]1([C:8]2[CH:9]=[CH:10][C:11]3[N:12]([C:14]([C:17]4[N:22]=[C:21](O)[CH:20]=[CH:19][CH:18]=4)=[N:15][N:16]=3)[N:13]=2)[CH2:7][CH2:6][CH2:5][CH2:4][CH2:3][CH2:2]1.P(Br)(Br)[Br:25].C(=O)([O-])[O-].[K+].[K+], predict the reaction product. The product is: [N:1]1([C:8]2[CH:9]=[CH:10][C:11]3[N:12]([C:14]([C:17]4[CH:18]=[CH:19][CH:20]=[C:21]([Br:25])[N:22]=4)=[N:15][N:16]=3)[N:13]=2)[CH2:7][CH2:6][CH2:5][CH2:4][CH2:3][CH2:2]1. (5) Given the reactants [C:1]([C:5]1[CH:10]=[CH:9][C:8]([NH:11][C:12](=[O:21])[C:13]2[CH:18]=[CH:17][C:16]([C:19]#[N:20])=[CH:15][CH:14]=2)=[CH:7][CH:6]=1)([CH3:4])([CH3:3])[CH3:2].Cl.N[CH:24]([SH:26])[CH3:25].C1(C)C=CC=CC=1, predict the reaction product. The product is: [C:1]([C:5]1[CH:10]=[CH:9][C:8]([NH:11][C:12](=[O:21])[C:13]2[CH:14]=[CH:15][C:16]([C:19]3[S:26][CH2:24][CH2:25][N:20]=3)=[CH:17][CH:18]=2)=[CH:7][CH:6]=1)([CH3:4])([CH3:2])[CH3:3].